From a dataset of Forward reaction prediction with 1.9M reactions from USPTO patents (1976-2016). Predict the product of the given reaction. Given the reactants [CH2:1]([O:4][CH:5]([CH2:15][O:16][CH2:17][C:18]#[CH:19])[CH2:6][NH:7]C(=O)OC(C)(C)C)[C:2]#[CH:3].C(O)(C(F)(F)F)=O, predict the reaction product. The product is: [CH2:1]([O:4][CH:5]([CH2:15][O:16][CH2:17][C:18]#[CH:19])[CH2:6][NH2:7])[C:2]#[CH:3].